This data is from Catalyst prediction with 721,799 reactions and 888 catalyst types from USPTO. The task is: Predict which catalyst facilitates the given reaction. Reactant: C([Li])CCC.[Br:6][C:7]1[CH:12]=[CH:11][C:10](I)=[CH:9][CH:8]=1.[C:14]([N:21]1[CH2:26][CH2:25][CH2:24][C:23](=[O:27])[CH2:22]1)([O:16][C:17]([CH3:20])([CH3:19])[CH3:18])=[O:15]. Product: [C:17]([O:16][C:14]([N:21]1[CH2:26][CH2:25][CH2:24][C:23]([C:10]2[CH:11]=[CH:12][C:7]([Br:6])=[CH:8][CH:9]=2)([OH:27])[CH2:22]1)=[O:15])([CH3:20])([CH3:18])[CH3:19]. The catalyst class is: 1.